Task: Predict which catalyst facilitates the given reaction.. Dataset: Catalyst prediction with 721,799 reactions and 888 catalyst types from USPTO (1) Reactant: [CH:1]([N:5]1[CH2:9][CH2:8][CH2:7][CH2:6]1)=[CH:2][CH2:3]C.[CH:1]([N:5]1[CH2:9][CH2:8][CH2:7][CH2:6]1)=[CH:2][CH2:3]C.C(#N)C.C(OC=CC(=O)[C:28]([F:31])([F:30])[F:29])C.C([O-])(=O)C.[NH4+]. Product: [CH2:7]([C:8]1[CH:3]=[CH:2][C:1]([C:28]([F:31])([F:30])[F:29])=[N:5][CH:9]=1)[CH3:6]. The catalyst class is: 6. (2) Reactant: [CH3:1][N:2]([CH:10]1[CH2:14][CH2:13][NH:12][CH2:11]1)[C:3](=[O:9])[O:4][C:5]([CH3:8])([CH3:7])[CH3:6].C(N(CC)CC)C.Cl[C:23]1[CH:28]=[CH:27][C:26]([N+:29]([O-])=O)=[CH:25][N:24]=1. Product: [C:5]([O:4][C:3](=[O:9])[N:2]([CH:10]1[CH2:14][CH2:13][N:12]([C:23]2[CH:28]=[CH:27][C:26]([NH2:29])=[CH:25][N:24]=2)[CH2:11]1)[CH3:1])([CH3:8])([CH3:6])[CH3:7]. The catalyst class is: 1. (3) Reactant: C([O:7][CH2:8][C@@H:9]([O:29][C:30]([CH3:33])([CH3:32])[CH3:31])[C:10]1[C:11]([C:22]2[CH:27]=[CH:26][C:25]([Cl:28])=[CH:24][CH:23]=2)=[C:12]2[C:17](=[CH:18][C:19]=1[CH3:20])[NH:16][C:15](=O)[CH:14]=[CH:13]2)(=O)C(C)(C)C.[H-].[Na+].C([O:40][C@@H:41]([C:45]1[C:46](C2C=CC(Cl)=CC=2)=[C:47]2[C:52](=[CH:53][C:54]=1C)N1N=NN=C1C=C2)C(O)=O)(C)(C)C. Product: [CH2:41]([O:40][C:15]1[CH:14]=[CH:13][C:12]2[C:17](=[CH:18][C:19]([CH3:20])=[C:10]([C@H:9]([O:29][C:30]([CH3:32])([CH3:33])[CH3:31])[CH2:8][OH:7])[C:11]=2[C:22]2[CH:27]=[CH:26][C:25]([Cl:28])=[CH:24][CH:23]=2)[N:16]=1)[C:45]1[CH:46]=[CH:47][CH:52]=[CH:53][CH:54]=1. The catalyst class is: 3.